From a dataset of Full USPTO retrosynthesis dataset with 1.9M reactions from patents (1976-2016). Predict the reactants needed to synthesize the given product. (1) The reactants are: [F:1][C:2]1[C:7]([OH:8])=[CH:6][CH:5]=[CH:4][N:3]=1.C([O-])(=O)C.[Na+].[Br:14]Br.[OH-].[Na+]. Given the product [Br:14][C:4]1[N:3]=[C:2]([F:1])[C:7]([OH:8])=[CH:6][CH:5]=1, predict the reactants needed to synthesize it. (2) The reactants are: Cl.Cl.[NH:3]1[C:11]2[C:6](=[CH:7][C:8]([C:12]3[C:20]4[C:19]([NH2:21])=[N:18][CH:17]=[N:16][C:15]=4[N:14]([CH3:22])[CH:13]=3)=[CH:9][CH:10]=2)[CH2:5][CH2:4]1.N1C2C(=CC(C3C4C(N)=NC=NC=4N(C)C=3)=CC=2)CC1.CN([C:46]([O:50]N1N=NC2C=CC=NC1=2)=[N+](C)C)C.F[P-](F)(F)(F)(F)F.C[CH2:68][N:69]([CH:73]([CH3:75])[CH3:74])[CH:70]([CH3:72])C. Given the product [CH3:22][N:14]1[C:15]2[N:16]=[CH:17][N:18]=[C:19]([NH2:21])[C:20]=2[C:12]([C:8]2[CH:7]=[C:6]3[C:11](=[CH:10][CH:9]=2)[N:3]([C:46](=[O:50])[CH2:75][C:73]2[N:69]([CH3:68])[CH:70]=[CH:72][CH:74]=2)[CH2:4][CH2:5]3)=[CH:13]1, predict the reactants needed to synthesize it.